Predict the reactants needed to synthesize the given product. From a dataset of Full USPTO retrosynthesis dataset with 1.9M reactions from patents (1976-2016). (1) Given the product [F:33][C:32]([F:35])([F:34])[C:30]([O-:36])=[O:31].[CH3:1][CH:2]1[CH:7]([C:8]2[O:12][N:11]=[C:10]([C:13]3[CH:22]=[CH:21][C:20]4[C:15](=[CH:16][CH:17]=[CH:18][CH:19]=4)[N:14]=3)[N:9]=2)[CH2:6][CH2:5][NH2+:4][CH2:3]1, predict the reactants needed to synthesize it. The reactants are: [CH3:1][CH:2]1[CH:7]([C:8]2[O:12][N:11]=[C:10]([C:13]3[CH:22]=[CH:21][C:20]4[C:15](=[CH:16][CH:17]=[CH:18][CH:19]=4)[N:14]=3)[N:9]=2)[CH2:6][CH2:5][N:4](C(OC(C)(C)C)=O)[CH2:3]1.[C:30]([OH:36])([C:32]([F:35])([F:34])[F:33])=[O:31].C(Cl)Cl. (2) Given the product [Cl:15][C:16]1[CH:21]=[CH:20][C:19]([CH2:22][O:1][C:2]2[N:6]([C:7]3[CH:12]=[C:11]([C:13]#[N:14])[CH:10]=[CH:9][N:8]=3)[N:5]=[CH:4][CH:3]=2)=[C:18]([CH2:24][CH2:25][C:26]2[CH:27]=[CH:28][C:29]([F:32])=[CH:30][CH:31]=2)[CH:17]=1, predict the reactants needed to synthesize it. The reactants are: [OH:1][C:2]1[N:6]([C:7]2[CH:12]=[C:11]([C:13]#[N:14])[CH:10]=[CH:9][N:8]=2)[N:5]=[CH:4][CH:3]=1.[Cl:15][C:16]1[CH:21]=[CH:20][C:19]([CH2:22]O)=[C:18]([CH2:24][CH2:25][C:26]2[CH:31]=[CH:30][C:29]([F:32])=[CH:28][CH:27]=2)[CH:17]=1. (3) The reactants are: [CH3:1][N:2]([CH3:8])[C:3]([N:5]([CH3:7])[CH3:6])=[NH:4].[IH:9]. Given the product [I-:9].[CH3:1][N:2]([CH3:8])[C:3]([N:5]([CH3:7])[CH3:6])=[NH:4], predict the reactants needed to synthesize it. (4) The reactants are: [Br:1][C:2]1[CH:7]=[CH:6][C:5]([CH3:8])=[CH:4][C:3]=1[F:9].Br[N:11]1C(=O)CC[C:12]1=O.C(OOC(=O)C1C=CC=CC=1)(=O)C1C=CC=CC=1.[C-]#N.[Na+]. Given the product [Br:1][C:2]1[CH:7]=[CH:6][C:5]([CH2:8][C:12]#[N:11])=[CH:4][C:3]=1[F:9], predict the reactants needed to synthesize it. (5) The reactants are: [Cl:1][C:2]1[CH:7]=[CH:6][C:5]([C:8]2[CH:17]=[C:16]([C@H:18](OC(N3CCCCC3)=O)[OH:19])[C:15]3[C:10](=[CH:11][CH:12]=[CH:13][CH:14]=3)[N:9]=2)=[CH:4][CH:3]=1.Cl.CCO[CH2:33][CH3:34]. Given the product [Cl:1][C:2]1[CH:7]=[CH:6][C:5]([C:8]2[CH:17]=[C:16]([C@@H:18]([C@H:34]3[CH2:33][CH2:4][CH2:5][CH2:8][NH:9]3)[OH:19])[C:15]3[C:10](=[CH:11][CH:12]=[CH:13][CH:14]=3)[N:9]=2)=[CH:4][CH:3]=1, predict the reactants needed to synthesize it. (6) Given the product [C:1]1([S:7][C:8]2[CH:13]=[CH:12][C:11]([O:14][CH:16]3[CH2:20][CH2:19][CH2:18][CH2:17]3)=[CH:10][CH:9]=2)[CH:2]=[CH:3][CH:4]=[CH:5][CH:6]=1, predict the reactants needed to synthesize it. The reactants are: [C:1]1([S:7][C:8]2[CH:13]=[CH:12][C:11]([OH:14])=[CH:10][CH:9]=2)[CH:6]=[CH:5][CH:4]=[CH:3][CH:2]=1.Br[CH:16]1[CH2:20][CH2:19][CH2:18][CH2:17]1.C(=O)([O-])[O-].[K+].[K+].Cl. (7) Given the product [Cl:19][C:11]1[N:10]=[C:9]([N:8]([C:4]2[CH:5]=[CH:6][CH:7]=[C:2]([Cl:1])[CH:3]=2)[CH3:16])[CH:14]=[CH:13][N:12]=1, predict the reactants needed to synthesize it. The reactants are: [Cl:1][C:2]1[CH:3]=[C:4]([N:8]([CH3:16])[C:9]2[CH:14]=[CH:13][NH:12][C:11](=O)[N:10]=2)[CH:5]=[CH:6][CH:7]=1.P(Cl)(Cl)([Cl:19])=O.